From a dataset of Forward reaction prediction with 1.9M reactions from USPTO patents (1976-2016). Predict the product of the given reaction. (1) Given the reactants [F:1][C:2]1[CH:7]=[CH:6][CH:5]=[CH:4][C:3]=1[N:8]1[C:16]2[C:11](=[C:12]([N:17]3[CH2:24][C@H:23]4[C@H:19]([N:20]([C@H](C5C=CC=CC=5)C)[CH2:21][CH2:22]4)[C:18]3=[O:33])[CH:13]=[CH:14][CH:15]=2)[CH:10]=[N:9]1.[H][H], predict the reaction product. The product is: [F:1][C:2]1[CH:7]=[CH:6][CH:5]=[CH:4][C:3]=1[N:8]1[C:16]2[C:11](=[C:12]([N:17]3[CH2:24][C@H:23]4[C@H:19]([NH:20][CH2:21][CH2:22]4)[C:18]3=[O:33])[CH:13]=[CH:14][CH:15]=2)[CH:10]=[N:9]1. (2) Given the reactants [NH2:1][C:2]1[C:11]2[N:10]=[CH:9][C:8]([CH2:12][CH2:13][C:14]3[CH:22]=[CH:21][C:17]([C:18](Cl)=[O:19])=[CH:16][C:15]=3[CH3:23])=[CH:7][C:6]=2[C:5]2[CH:24]=[CH:25][C:26]([CH3:28])=[CH:27][C:4]=2[N:3]=1.[NH3:29], predict the reaction product. The product is: [NH2:1][C:2]1[C:11]2[N:10]=[CH:9][C:8]([CH2:12][CH2:13][C:14]3[CH:22]=[CH:21][C:17]([C:18]([NH2:29])=[O:19])=[CH:16][C:15]=3[CH3:23])=[CH:7][C:6]=2[C:5]2[CH:24]=[CH:25][C:26]([CH3:28])=[CH:27][C:4]=2[N:3]=1. (3) Given the reactants [F:1][C@@H:2]1[C@H:7]([OH:8])[CH2:6][CH2:5][N:4]([C:9]2[N:14]=[C:13]([NH:15][C:16]3[N:21]=[CH:20][C:19]4[N:22]=[C:23]([C@H:31]([O:33]C5CCCCO5)[CH3:32])[N:24]([C@@H:25]([CH3:30])[C:26]([F:29])([F:28])[F:27])[C:18]=4[CH:17]=3)[CH:12]=[CH:11][N:10]=2)[CH2:3]1, predict the reaction product. The product is: [F:1][C@@H:2]1[C@H:7]([OH:8])[CH2:6][CH2:5][N:4]([C:9]2[N:14]=[C:13]([NH:15][C:16]3[N:21]=[CH:20][C:19]4[N:22]=[C:23]([C@H:31]([OH:33])[CH3:32])[N:24]([C@@H:25]([CH3:30])[C:26]([F:29])([F:28])[F:27])[C:18]=4[CH:17]=3)[CH:12]=[CH:11][N:10]=2)[CH2:3]1. (4) The product is: [C:1]([O:5][C:6](=[O:7])[NH:8][C@H:9]([CH:13]1[CH2:15][CH2:14]1)[C:10]([NH2:26])=[O:11])([CH3:4])([CH3:3])[CH3:2]. Given the reactants [C:1]([O:5][C:6]([NH:8][C@H:9]([CH:13]1[CH2:15][CH2:14]1)[C:10](O)=[O:11])=[O:7])([CH3:4])([CH3:3])[CH3:2].C(Cl)CCl.C1C=CC2N(O)N=[N:26]C=2C=1.N.CO, predict the reaction product. (5) Given the reactants [C:1]([C:5]1[O:6][C:7]([CH3:14])=[C:8]([C:10]([O:12]C)=[O:11])[N:9]=1)([CH3:4])([CH3:3])[CH3:2].O.[OH-].[Li+].Cl, predict the reaction product. The product is: [C:1]([C:5]1[O:6][C:7]([CH3:14])=[C:8]([C:10]([OH:12])=[O:11])[N:9]=1)([CH3:4])([CH3:3])[CH3:2].